This data is from Forward reaction prediction with 1.9M reactions from USPTO patents (1976-2016). The task is: Predict the product of the given reaction. (1) Given the reactants [C:1]([CH:3]([CH:7]1[C:11]([Cl:12])=[C:10](Cl)C(=O)O1)[C:4]([NH2:6])=[O:5])#[N:2].[F:15][C:16]1[CH:21]=[C:20]([F:22])[C:19]([F:23])=[CH:18][C:17]=1[CH2:24][NH2:25], predict the reaction product. The product is: [ClH:12].[Cl:12][C:11]1[CH:7]=[C:3]([C:4]([NH2:6])=[O:5])[C:1](=[NH:2])[N:25]([CH2:24][C:17]2[CH:18]=[C:19]([F:23])[C:20]([F:22])=[CH:21][C:16]=2[F:15])[CH:10]=1. (2) Given the reactants [NH2:1][CH2:2][C:3]1[CH:16]=[CH:15][C:14]2[O:13][C:12]3[C:7]4=[C:8]([C:17](=[O:20])[NH:18][N:19]=[C:6]4[C:5]=2[CH:4]=1)[CH:9]=[CH:10][CH:11]=3.[P:21](Cl)([O:26][CH2:27][CH3:28])([O:23][CH2:24][CH3:25])=[O:22], predict the reaction product. The product is: [CH2:24]([O:23][P:21]([NH:1][CH2:2][C:3]1[CH:16]=[CH:15][C:14]2[O:13][C:12]3[C:7]4=[C:8]([C:17](=[O:20])[NH:18][N:19]=[C:6]4[C:5]=2[CH:4]=1)[CH:9]=[CH:10][CH:11]=3)(=[O:22])[O:26][CH2:27][CH3:28])[CH3:25]. (3) Given the reactants [Br:1][C:2]1[CH:3]=[CH:4][C:5]2[C:6]3[CH2:14][N:13]([C:15]([O:17][C:18]([CH3:21])([CH3:20])[CH3:19])=[O:16])[CH2:12][CH2:11][C:7]=3[NH:8][C:9]=2[CH:10]=1.[CH3:22][C:23]([O:26][C:27](O[C:27]([O:26][C:23]([CH3:25])([CH3:24])[CH3:22])=[O:28])=[O:28])([CH3:25])[CH3:24].C(N(CC)CC)C, predict the reaction product. The product is: [Br:1][C:2]1[CH:3]=[CH:4][C:5]2[C:6]3[CH2:14][N:13]([C:15]([O:17][C:18]([CH3:21])([CH3:20])[CH3:19])=[O:16])[CH2:12][CH2:11][C:7]=3[N:8]([C:27]([O:26][C:23]([CH3:25])([CH3:24])[CH3:22])=[O:28])[C:9]=2[CH:10]=1. (4) The product is: [CH3:15][N:16]([CH3:18])[C:17]1[O:12][C:3]2[CH:4]=[C:5]([C:6]([O:8][CH3:9])=[O:7])[CH:10]=[CH:11][C:2]=2[N:1]=1. Given the reactants [NH2:1][C:2]1[CH:11]=[CH:10][C:5]([C:6]([O:8][CH3:9])=[O:7])=[CH:4][C:3]=1[OH:12].[Cl-].Cl[C:15](Cl)=[N+:16]([CH3:18])[CH3:17], predict the reaction product.